Dataset: Retrosynthesis with 50K atom-mapped reactions and 10 reaction types from USPTO. Task: Predict the reactants needed to synthesize the given product. Given the product O=C(Nc1ccc(Cl)c(Cl)c1)c1cccnc1Oc1cccc(C(F)(F)F)c1, predict the reactants needed to synthesize it. The reactants are: Nc1ccc(Cl)c(Cl)c1.O=C(Cl)c1cccnc1Oc1cccc(C(F)(F)F)c1.